Dataset: Full USPTO retrosynthesis dataset with 1.9M reactions from patents (1976-2016). Task: Predict the reactants needed to synthesize the given product. (1) The reactants are: [CH3:1][N:2]([CH3:32])[C:3]([C:5]1[N:26]([CH:27]2[CH2:31][CH2:30][CH2:29][CH2:28]2)[C:8]2[N:9]=[C:10]([NH:13][C:14]3[CH:19]=[CH:18][C:17]([N:20]4[CH2:25][CH2:24][NH:23][CH2:22][CH2:21]4)=[CH:16][N:15]=3)[N:11]=[CH:12][C:7]=2[CH:6]=1)=[O:4].[CH3:33][C@@H:34]1[CH2:36][O:35]1. Given the product [CH3:1][N:2]([CH3:32])[C:3]([C:5]1[N:26]([CH:27]2[CH2:31][CH2:30][CH2:29][CH2:28]2)[C:8]2[N:9]=[C:10]([NH:13][C:14]3[CH:19]=[CH:18][C:17]([N:20]4[CH2:21][CH2:22][N:23]([CH2:33][C@H:34]([OH:35])[CH3:36])[CH2:24][CH2:25]4)=[CH:16][N:15]=3)[N:11]=[CH:12][C:7]=2[CH:6]=1)=[O:4], predict the reactants needed to synthesize it. (2) Given the product [CH2:32]([O:31][C:29]([O:12][CH2:11][C@H:9]1[O:10][C@@H:2]([O:1][C:13]2[CH:18]=[CH:17][CH:16]=[CH:15][C:14]=2[CH2:19][C:20]2[CH:21]=[CH:22][C:23]([O:26][CH3:27])=[CH:24][CH:25]=2)[C@H:3]([OH:4])[C@@H:5]([OH:6])[C@@H:7]1[OH:8])=[O:30])[CH3:33], predict the reactants needed to synthesize it. The reactants are: [O:1]([C:13]1[CH:18]=[CH:17][CH:16]=[CH:15][C:14]=1[CH2:19][C:20]1[CH:25]=[CH:24][C:23]([O:26][CH3:27])=[CH:22][CH:21]=1)[C@@H:2]1[O:10][C@H:9]([CH2:11][OH:12])[C@@H:7]([OH:8])[C@H:5]([OH:6])[C@H:3]1[OH:4].Cl[C:29]([O:31][CH2:32][CH3:33])=[O:30].C(O)(=O)CC(CC(O)=O)(C(O)=O)O. (3) The reactants are: I[C:2]1[CH:7]=[CH:6][N:5]=[C:4]([N:8]2[C:16]3[CH:15]4[CH2:17][CH:13]([CH2:14]4)[CH2:12][C:11]=3[C:10]([C:18]([NH2:20])=[O:19])=[N:9]2)[CH:3]=1.[C:21]([C@:23]1([OH:30])[CH2:27][CH2:26][N:25]([CH3:28])[C:24]1=[O:29])#[CH:22]. Given the product [OH:30][C@@:23]1([C:21]#[C:22][C:2]2[CH:7]=[CH:6][N:5]=[C:4]([N:8]3[C:16]4[CH:15]5[CH2:17][CH:13]([CH2:14]5)[CH2:12][C:11]=4[C:10]([C:18]([NH2:20])=[O:19])=[N:9]3)[CH:3]=2)[CH2:27][CH2:26][N:25]([CH3:28])[C:24]1=[O:29], predict the reactants needed to synthesize it. (4) Given the product [C:1]([O:5][C:6]([C@@:8]1([CH2:31][CH2:32][OH:34])[C@H:12]([CH2:13][O:14][CH2:15][C:16]2[CH:21]=[CH:20][CH:19]=[CH:18][CH:17]=2)[C:11](=[O:22])[N:10]([C@@H:23]([C:25]2[CH:26]=[CH:27][CH:28]=[CH:29][CH:30]=2)[CH3:24])[CH2:9]1)=[O:7])([CH3:3])([CH3:4])[CH3:2], predict the reactants needed to synthesize it. The reactants are: [C:1]([O:5][C:6]([C@@:8]1([CH2:31][CH:32]=C)[C@H:12]([CH2:13][O:14][CH2:15][C:16]2[CH:21]=[CH:20][CH:19]=[CH:18][CH:17]=2)[C:11](=[O:22])[N:10]([C@@H:23]([C:25]2[CH:30]=[CH:29][CH:28]=[CH:27][CH:26]=2)[CH3:24])[CH2:9]1)=[O:7])([CH3:4])([CH3:3])[CH3:2].[O:34]=O.[BH4-].[Na+].[Cl-].[NH4+]. (5) Given the product [CH2:1]([O:8][CH2:9][N:10]1[C:18]2[C:17]([NH2:19])=[N:16][C:15]([CH2:20][CH2:21][CH2:22][CH3:23])=[N:14][C:13]=2[C:12]([C:32]#[C:31][CH2:30][CH2:29][CH2:28][CH2:27][Cl:26])=[C:11]1[CH3:25])[C:2]1[CH:7]=[CH:6][CH:5]=[CH:4][CH:3]=1, predict the reactants needed to synthesize it. The reactants are: [CH2:1]([O:8][CH2:9][N:10]1[C:18]2[C:17]([NH2:19])=[N:16][C:15]([CH2:20][CH2:21][CH2:22][CH3:23])=[N:14][C:13]=2[C:12](I)=[C:11]1[CH3:25])[C:2]1[CH:7]=[CH:6][CH:5]=[CH:4][CH:3]=1.[Cl:26][CH2:27][CH2:28][CH2:29][CH2:30][C:31]#[CH:32]. (6) Given the product [Br:45][CH2:25][C:22]1[CH:23]=[CH:24][C:19]([C:14]2[CH:15]=[CH:16][CH:17]=[CH:18][C:13]=2[C:12]2[N:8]([C:7]([C:1]3[CH:6]=[CH:5][CH:4]=[CH:3][CH:2]=3)([C:26]3[CH:27]=[CH:28][CH:29]=[CH:30][CH:31]=3)[C:32]3[CH:37]=[CH:36][CH:35]=[CH:34][CH:33]=3)[N:9]=[N:10][N:11]=2)=[CH:20][CH:21]=1, predict the reactants needed to synthesize it. The reactants are: [C:1]1([C:7]([C:32]2[CH:37]=[CH:36][CH:35]=[CH:34][CH:33]=2)([C:26]2[CH:31]=[CH:30][CH:29]=[CH:28][CH:27]=2)[N:8]2[C:12]([C:13]3[CH:18]=[CH:17][CH:16]=[CH:15][C:14]=3[C:19]3[CH:24]=[CH:23][C:22]([CH3:25])=[CH:21][CH:20]=3)=[N:11][N:10]=[N:9]2)[CH:6]=[CH:5][CH:4]=[CH:3][CH:2]=1.C1C(=O)N([Br:45])C(=O)C1.C(OOC(=O)C1C=CC=CC=1)(=O)C1C=CC=CC=1.